From a dataset of Forward reaction prediction with 1.9M reactions from USPTO patents (1976-2016). Predict the product of the given reaction. Given the reactants [Cl-].[Cl-].[Cl-].[Al+3].[Br:5][C:6]1[CH:7]=[C:8]2[C:12](=[N:13][CH:14]=1)[NH:11][CH:10]=[CH:9]2.[CH2:15]([NH:19][C:20](=[O:32])[NH:21][C:22]1[CH:23]=[CH:24][C:25]([F:31])=[C:26]([CH:30]=1)[C:27](O)=[O:28])[CH2:16][CH2:17][CH3:18].S(Cl)(Cl)=O, predict the reaction product. The product is: [Br:5][C:6]1[CH:7]=[C:8]2[C:9]([C:27]([C:26]3[CH:30]=[C:22]([NH:21][C:20]([NH:19][CH2:15][CH2:16][CH2:17][CH3:18])=[O:32])[CH:23]=[CH:24][C:25]=3[F:31])=[O:28])=[CH:10][NH:11][C:12]2=[N:13][CH:14]=1.